This data is from Reaction yield outcomes from USPTO patents with 853,638 reactions. The task is: Predict the reaction yield, written as a fraction of the theoretical maximum amount of product (1.0 means a 100% yield; for example, 0.34 means a 34% yield). (1) The reactants are [Cl:1][C:2]1[CH:7]=[CH:6][C:5]([CH2:8][C:9]([N:11]2[C@H:15]([CH:16]([CH3:18])[CH3:17])[CH2:14][O:13][C:12]2=[O:19])=[O:10])=[CH:4][CH:3]=1.[CH3:20][Si]([N-][Si](C)(C)C)(C)C.[Na+].CC(O)=O. The catalyst is C1COCC1.CCOCC. The product is [Cl:1][C:2]1[CH:7]=[CH:6][C:5]([C@@H:8]([CH3:20])[C:9]([N:11]2[C@H:15]([CH:16]([CH3:17])[CH3:18])[CH2:14][O:13][C:12]2=[O:19])=[O:10])=[CH:4][CH:3]=1. The yield is 0.540. (2) The reactants are C[O:2][C:3](=[O:12])[CH:4]=[CH:5][C:6]1[CH:11]=[CH:10][CH:9]=[CH:8][CH:7]=1.[OH-].[Na+]. The catalyst is O. The product is [C:3]([OH:12])(=[O:2])[CH:4]=[CH:5][C:6]1[CH:7]=[CH:8][CH:9]=[CH:10][CH:11]=1. The yield is 0.970. (3) The reactants are [Br:1][C:2]1[CH:7]=[CH:6][C:5]([CH2:8]Br)=[C:4]([F:10])[CH:3]=1.[C-:11]#[N:12].[K+]. The catalyst is CN(C=O)C.O. The product is [Br:1][C:2]1[CH:7]=[CH:6][C:5]([CH2:8][C:11]#[N:12])=[C:4]([F:10])[CH:3]=1. The yield is 0.870. (4) The reactants are [H-].[Na+].[F:3][C:4]([F:18])([F:17])[CH:5]([C:7]1[CH:8]=[C:9]([CH:14]=[CH:15][CH:16]=1)[C:10]([O:12][CH3:13])=[O:11])[OH:6].I[CH3:20]. The catalyst is O1CCCC1. The product is [F:3][C:4]([F:17])([F:18])[CH:5]([C:7]1[CH:8]=[C:9]([CH:14]=[CH:15][CH:16]=1)[C:10]([O:12][CH3:13])=[O:11])[O:6][CH3:20]. The yield is 0.740. (5) The product is [C:1]([C:5]1[NH:6][C:7]2[C:12]([CH:13]=1)=[CH:11][CH:10]=[C:9]([N+:14]([O-:16])=[O:15])[CH:8]=2)([CH3:4])([CH3:2])[CH3:3]. The reactants are [C:1]([CH:5]1[CH2:13][C:12]2[C:7](=[CH:8][C:9]([N+:14]([O-:16])=[O:15])=[CH:10][CH:11]=2)[NH:6]1)([CH3:4])([CH3:3])[CH3:2].C(C1C(=O)C(Cl)=C(Cl)C(=O)C=1C#N)#N. The yield is 0.800. The catalyst is O1CCOCC1. (6) The reactants are Br[C:2]1[CH:10]=[CH:9][C:5]([C:6]([OH:8])=[O:7])=[CH:4][C:3]=1[CH3:11].C([Li])CCC.[CH3:17][C:18]([CH3:20])=[O:19].Cl. The catalyst is O1CCCC1.[OH-].[Na+]. The product is [OH:19][C:18]([C:2]1[CH:10]=[CH:9][C:5]([C:6]([OH:8])=[O:7])=[CH:4][C:3]=1[CH3:11])([CH3:20])[CH3:17]. The yield is 0.420. (7) The reactants are [OH:1][C:2]1([C@H:6]([NH:8][C:9](=[O:15])[O:10][C:11]([CH3:14])([CH3:13])[CH3:12])[CH3:7])[CH2:5][NH:4][CH2:3]1.C(N(C(C)C)CC)(C)C.[F:25][C:26]1[C:27]([NH:36][C:37]2[CH:42]=[CH:41][C:40]([I:43])=[CH:39][C:38]=2[F:44])=[C:28]([CH:32]=[CH:33][C:34]=1[F:35])[C:29](F)=[O:30]. The catalyst is ClCCl. The product is [F:25][C:26]1[C:27]([NH:36][C:37]2[CH:42]=[CH:41][C:40]([I:43])=[CH:39][C:38]=2[F:44])=[C:28]([C:29]([N:4]2[CH2:3][C:2]([C@H:6]([NH:8][C:9](=[O:15])[O:10][C:11]([CH3:14])([CH3:13])[CH3:12])[CH3:7])([OH:1])[CH2:5]2)=[O:30])[CH:32]=[CH:33][C:34]=1[F:35]. The yield is 0.610. (8) The reactants are [NH2:1][C:2]1[CH:3]=[N:4][CH:5]=[CH:6][C:7]=1[OH:8].[NH2:9][C:10]1[CH:18]=[CH:17][CH:16]=[CH:15][C:11]=1[C:12](O)=O. No catalyst specified. The product is [O:8]1[C:7]2[CH:6]=[CH:5][N:4]=[CH:3][C:2]=2[N:1]=[C:12]1[C:11]1[CH:15]=[CH:16][CH:17]=[CH:18][C:10]=1[NH2:9]. The yield is 0.390.